This data is from Full USPTO retrosynthesis dataset with 1.9M reactions from patents (1976-2016). The task is: Predict the reactants needed to synthesize the given product. (1) Given the product [CH3:1][O:3][C:4](=[O:35])[CH:5]([O:32][CH2:33][CH3:34])[CH2:6][C:7]1[CH:8]=[CH:9][C:10]([C:13]2([CH2:16][N:17]([C:25]([O:27][C:28]([CH3:30])([CH3:29])[CH3:31])=[O:26])[CH2:18][CH2:19][CH2:20][CH2:21][CH2:22][CH2:23][CH3:24])[CH2:14][CH2:15]2)=[CH:11][CH:12]=1, predict the reactants needed to synthesize it. The reactants are: [CH2:1]([O:3][C:4](=[O:35])[C:5]([O:32][CH2:33][CH3:34])=[CH:6][C:7]1[CH:12]=[CH:11][C:10]([C:13]2([CH2:16][N:17]([C:25]([O:27][C:28]([CH3:31])([CH3:30])[CH3:29])=[O:26])[CH2:18][CH2:19][CH2:20][CH2:21][CH2:22][CH2:23][CH3:24])[CH2:15][CH2:14]2)=[CH:9][CH:8]=1)C.[Mg].N. (2) Given the product [CH3:17][N:13]([C:8]1[CH:7]=[CH:12][CH:11]=[C:10]([C:35]2[N:24]3[N:23]=[CH:22][C:21]([C:25]([C:27]4[S:28][CH:29]=[CH:30][CH:31]=4)=[O:26])=[C:20]3[N:19]=[CH:38][CH:37]=2)[CH:9]=1)[C:14](=[O:16])[CH3:15], predict the reactants needed to synthesize it. The reactants are: CN(C)C=CC([C:7]1[CH:12]=[CH:11][CH:10]=[CH:9][C:8]=1[N:13]([CH3:17])[C:14](=[O:16])[CH3:15])=O.[NH2:19][C:20]1[NH:24][N:23]=[CH:22][C:21]=1[C:25]([C:27]1[S:28][CH:29]=[CH:30][CH:31]=1)=[O:26].ClCCl.[CH3:35]O.[C:37](O)(=O)[CH3:38].